Dataset: Catalyst prediction with 721,799 reactions and 888 catalyst types from USPTO. Task: Predict which catalyst facilitates the given reaction. (1) The catalyst class is: 36. Product: [Br:3][C:4]1[N:5]([C:19]2[C:28]3[C:23](=[CH:24][CH:25]=[CH:26][CH:27]=3)[C:22]([CH:29]3[CH2:31][CH2:30]3)=[CH:21][CH:20]=2)[C:6]([S:9][C:10]2([C:14]([OH:16])=[O:15])[CH2:11][CH2:12][CH2:13]2)=[N:7][N:8]=1. Reactant: [OH-].[Li+].[Br:3][C:4]1[N:5]([C:19]2[C:28]3[C:23](=[CH:24][CH:25]=[CH:26][CH:27]=3)[C:22]([CH:29]3[CH2:31][CH2:30]3)=[CH:21][CH:20]=2)[C:6]([S:9][C:10]2([C:14]([O:16]CC)=[O:15])[CH2:13][CH2:12][CH2:11]2)=[N:7][N:8]=1. (2) Reactant: [H-].[Al+3].[Li+].[H-].[H-].[H-].C[O:8][C:9](=O)[C:10]1[CH:15]=[C:14]([C:16]([F:19])([F:18])[F:17])[CH:13]=[C:12]([N+:20]([O-:22])=[O:21])[CH:11]=1. The catalyst class is: 7. Product: [F:17][C:16]([F:18])([F:19])[C:14]1[CH:13]=[C:12]([N+:20]([O-:22])=[O:21])[CH:11]=[C:10]([CH:15]=1)[CH2:9][OH:8]. (3) Reactant: [OH:1][C@@H:2]([CH3:30])[CH2:3][CH2:4][CH2:5][CH2:6][N:7]1[C:16](=[O:17])[C:15]2[N:14]([CH2:18][C:19]3[CH:24]=[CH:23][CH:22]=[CH:21][CH:20]=3)[C:13]([CH2:25][N:26]=[N+]=[N-])=[N:12][C:11]=2[N:10]([CH3:29])[C:8]1=[O:9].[H][H]. Product: [OH:1][C@@H:2]([CH3:30])[CH2:3][CH2:4][CH2:5][CH2:6][N:7]1[C:16](=[O:17])[C:15]2[N:14]([CH2:18][C:19]3[CH:24]=[CH:23][CH:22]=[CH:21][CH:20]=3)[C:13]([CH2:25][NH2:26])=[N:12][C:11]=2[N:10]([CH3:29])[C:8]1=[O:9]. The catalyst class is: 29. (4) Reactant: Cl[C:2]1[CH:3]=[C:4]([C:9]2[N:13]3[C:14]4[N:22]=[C:21]([O:23][CH3:24])[CH:20]=[CH:19][C:15]=4[N:16]=[C:17]([CH3:18])[C:12]3=[C:11]([CH3:25])[N:10]=2)[CH:5]=[C:6](Cl)C=1.CC1(B(O)O)C=C(C)[O:29][NH:28]1.C([O-])([O-])=O.[K+].[K+]. Product: [CH3:6][C:5]1[C:4]([C:9]2[N:13]3[C:14]4[N:22]=[C:21]([O:23][CH3:24])[CH:20]=[CH:19][C:15]=4[N:16]=[C:17]([CH3:18])[C:12]3=[C:11]([CH3:25])[N:10]=2)=[C:3]([CH3:2])[O:29][N:28]=1. The catalyst class is: 73.